Dataset: Forward reaction prediction with 1.9M reactions from USPTO patents (1976-2016). Task: Predict the product of the given reaction. (1) Given the reactants [H-].[Al+3].[Li+].[H-].[H-].[H-].C([O:9][C:10](=O)[C:11]1[CH:16]=[CH:15][C:14]([C:17]2[CH:22]=[CH:21][CH:20]=[CH:19][CH:18]=2)=[N:13][CH:12]=1)C.[OH-].[Na+].S([O-])([O-])(=O)=O.[Na+].[Na+], predict the reaction product. The product is: [C:17]1([C:14]2[N:13]=[CH:12][C:11]([CH2:10][OH:9])=[CH:16][CH:15]=2)[CH:22]=[CH:21][CH:20]=[CH:19][CH:18]=1. (2) Given the reactants Br[C:2]1[CH:3]=[CH:4][C:5]([NH:8][C:9]2[CH:14]=[N:13][C:12]([CH3:15])=[C:11]3[O:16][C:17]([CH3:21])([CH3:20])[O:18][CH2:19][C:10]=23)=[N:6][CH:7]=1.C(=O)([O-])[O-].[Cs+].[Cs+].[C:28]([NH:32][S:33]([C:36]1[CH:41]=[CH:40][CH:39]=[CH:38][C:37]=1B(O)O)(=[O:35])=[O:34])([CH3:31])([CH3:30])[CH3:29].C1(C)C=CC=CC=1, predict the reaction product. The product is: [C:28]([NH:32][S:33]([C:36]1[CH:41]=[CH:40][CH:39]=[CH:38][C:37]=1[C:2]1[CH:7]=[N:6][C:5]([NH:8][C:9]2[CH:14]=[N:13][C:12]([CH3:15])=[C:11]3[O:16][C:17]([CH3:21])([CH3:20])[O:18][CH2:19][C:10]=23)=[CH:4][CH:3]=1)(=[O:35])=[O:34])([CH3:31])([CH3:29])[CH3:30]. (3) The product is: [Cl:1][C:2]1[CH:7]=[CH:6][C:5]([S:8][C:9]2[C:17]3[C:16]([CH:18]([OH:23])[C:19]([F:21])([F:22])[F:20])=[CH:15][C:14]([F:24])=[CH:13][C:12]=3[N:11]3[CH2:25][CH2:26][CH:27]([CH2:28][C:29]([OH:31])=[O:30])[C:10]=23)=[CH:4][CH:3]=1. Given the reactants [Cl:1][C:2]1[CH:7]=[CH:6][C:5]([S:8][C:9]2[C:17]3[C:16]([C:18](=[O:23])[C:19]([F:22])([F:21])[F:20])=[CH:15][C:14]([F:24])=[CH:13][C:12]=3[N:11]3[CH2:25][CH2:26][CH:27]([CH2:28][C:29]([OH:31])=[O:30])[C:10]=23)=[CH:4][CH:3]=1.[BH4-].[Na+].Cl, predict the reaction product. (4) The product is: [CH3:12][C:11]1([CH2:13][C:38]([C:40]([F:43])([F:42])[F:41])=[CH2:39])[C:4]2[C:3](=[CH:2][CH:7]=[CH:6][CH:5]=2)[CH2:8][CH2:9][CH2:10]1. Given the reactants I[C:2]1[CH:7]=[CH:6][CH:5]=[CH:4][C:3]=1[CH2:8][CH2:9][CH2:10][C:11]([CH3:13])=[CH2:12].C1(P(C2C=CC=CC=2)C2C=CC=CC=2)C=CC=CC=1.C([Sn](CCCC)(CCCC)[C:38]([C:40]([F:43])([F:42])[F:41])=[CH2:39])CCC, predict the reaction product.